Task: Predict the product of the given reaction.. Dataset: Forward reaction prediction with 1.9M reactions from USPTO patents (1976-2016) Given the reactants [CH3:1][O:2][C:3](=[O:15])[C:4]1[CH:9]=[C:8](I)[C:7]([CH:11]([F:13])[F:12])=[CH:6][C:5]=1[NH2:14].[CH3:16][N:17]1[C:21]([Sn](CCCC)(CCCC)CCCC)=[CH:20][CH:19]=[N:18]1, predict the reaction product. The product is: [CH3:1][O:2][C:3](=[O:15])[C:4]1[CH:9]=[C:8]([C:21]2[N:17]([CH3:16])[N:18]=[CH:19][CH:20]=2)[C:7]([CH:11]([F:13])[F:12])=[CH:6][C:5]=1[NH2:14].